Dataset: NCI-60 drug combinations with 297,098 pairs across 59 cell lines. Task: Regression. Given two drug SMILES strings and cell line genomic features, predict the synergy score measuring deviation from expected non-interaction effect. (1) Drug 1: CS(=O)(=O)C1=CC(=C(C=C1)C(=O)NC2=CC(=C(C=C2)Cl)C3=CC=CC=N3)Cl. Drug 2: COCCOC1=C(C=C2C(=C1)C(=NC=N2)NC3=CC=CC(=C3)C#C)OCCOC.Cl. Cell line: SK-OV-3. Synergy scores: CSS=16.4, Synergy_ZIP=-0.459, Synergy_Bliss=9.60, Synergy_Loewe=6.66, Synergy_HSA=9.82. (2) Drug 1: CC1OCC2C(O1)C(C(C(O2)OC3C4COC(=O)C4C(C5=CC6=C(C=C35)OCO6)C7=CC(=C(C(=C7)OC)O)OC)O)O. Drug 2: CCC1(C2=C(COC1=O)C(=O)N3CC4=CC5=C(C=CC(=C5CN(C)C)O)N=C4C3=C2)O.Cl. Cell line: DU-145. Synergy scores: CSS=50.5, Synergy_ZIP=-5.28, Synergy_Bliss=-3.55, Synergy_Loewe=-8.61, Synergy_HSA=-0.658. (3) Drug 1: CC(C1=C(C=CC(=C1Cl)F)Cl)OC2=C(N=CC(=C2)C3=CN(N=C3)C4CCNCC4)N. Drug 2: CC(C)NC(=O)C1=CC=C(C=C1)CNNC.Cl. Cell line: M14. Synergy scores: CSS=-10.3, Synergy_ZIP=4.34, Synergy_Bliss=-1.53, Synergy_Loewe=-4.94, Synergy_HSA=-6.73. (4) Drug 1: CN(C)N=NC1=C(NC=N1)C(=O)N. Drug 2: N.N.Cl[Pt+2]Cl. Cell line: NCI/ADR-RES. Synergy scores: CSS=-7.71, Synergy_ZIP=0.887, Synergy_Bliss=-2.61, Synergy_Loewe=-5.80, Synergy_HSA=-5.36.